Dataset: Full USPTO retrosynthesis dataset with 1.9M reactions from patents (1976-2016). Task: Predict the reactants needed to synthesize the given product. (1) Given the product [N:10]1[CH:11]=[CH:12][C:13]([C:16]2[N:17]=[C:18]([NH:21][C:1](=[O:8])[C:2]3[CH:7]=[CH:6][CH:5]=[CH:4][CH:3]=3)[S:19][CH:20]=2)=[CH:14][CH:15]=1, predict the reactants needed to synthesize it. The reactants are: [C:1](Cl)(=[O:8])[C:2]1[CH:7]=[CH:6][CH:5]=[CH:4][CH:3]=1.[N:10]1[CH:15]=[CH:14][C:13]([C:16]2[N:17]=[C:18]([NH2:21])[S:19][CH:20]=2)=[CH:12][CH:11]=1. (2) Given the product [CH3:21][O:20][C:14]1[CH:15]=[C:18]([O:7][C:6]2[CH:5]=[CH:4][CH:3]=[C:2]([CH3:8])[CH:1]=2)[CH:19]=[CH:12][C:13]=1[C:25]([OH:26])=[O:9].[O:20]([C:14]1[CH:13]=[CH:12][CH:19]=[CH:18][C:15]=1[C:16]#[N:17])[C:21]1[CH:5]=[CH:6][CH:1]=[CH:2][CH:3]=1, predict the reactants needed to synthesize it. The reactants are: [CH:1]1[C:6]([OH:7])=[CH:5][CH:4]=[CH:3][C:2]=1[CH3:8].[OH-:9].[K+].F[C:12]1[CH:19]=[CH:18][C:15]([C:16]#[N:17])=[C:14]([O:20][CH3:21])[CH:13]=1.CN([CH:25]=[O:26])C. (3) Given the product [CH3:37][C:7]1[CH:15]=[CH:14][C:13]([C:16]2[N:17]([C:27]([O:29][C:30]([CH3:33])([CH3:32])[CH3:31])=[O:28])[C:18]3[C:23]([CH:24]=2)=[CH:22][C:21]([CH:25]=[O:26])=[CH:20][CH:19]=3)=[C:12]2[C:8]=1[CH2:9][NH:10][C:11]2=[O:34], predict the reactants needed to synthesize it. The reactants are: FC(F)(F)S(O[C:7]1[CH:15]=[CH:14][C:13]([C:16]2[N:17]([C:27]([O:29][C:30]([CH3:33])([CH3:32])[CH3:31])=[O:28])[C:18]3[C:23]([CH:24]=2)=[CH:22][C:21]([CH:25]=[O:26])=[CH:20][CH:19]=3)=[C:12]2[C:8]=1[CH2:9][NH:10][C:11]2=[O:34])(=O)=O.[CH3:37]B1OB(C)OB(C)O1.C(=O)([O-])[O-].[K+].[K+].O. (4) Given the product [CH3:22][O:21][C:5]1[CH:4]=[CH:3][C:2]([O:1][S:34]([C:33]([F:46])([F:45])[F:32])(=[O:36])=[O:35])=[CH:7][C:6]=1[CH:8]([C:15]1[S:16][C:17]([CH3:20])=[CH:18][N:19]=1)[CH2:9][C:10]([O:12][CH2:13][CH3:14])=[O:11], predict the reactants needed to synthesize it. The reactants are: [OH:1][C:2]1[CH:3]=[CH:4][C:5]([O:21][CH3:22])=[C:6]([CH:8]([C:15]2[S:16][C:17]([CH3:20])=[CH:18][N:19]=2)[CH2:9][C:10]([O:12][CH2:13][CH3:14])=[O:11])[CH:7]=1.CCN(C(C)C)C(C)C.[F:32][C:33]([F:46])([F:45])[S:34](O[S:34]([C:33]([F:46])([F:45])[F:32])(=[O:36])=[O:35])(=[O:36])=[O:35].O. (5) Given the product [CH3:1][O:2][C:3]1[CH:4]=[C:5]([N:12]2[CH2:13][CH2:14][CH:15]([N:18]3[CH2:19][CH2:20][N:21]([S:25]([CH3:24])(=[O:27])=[O:26])[CH2:22][CH2:23]3)[CH2:16][CH2:17]2)[CH:6]=[CH:7][C:8]=1[N+:9]([O-:11])=[O:10], predict the reactants needed to synthesize it. The reactants are: [CH3:1][O:2][C:3]1[CH:4]=[C:5]([N:12]2[CH2:17][CH2:16][CH:15]([N:18]3[CH2:23][CH2:22][NH:21][CH2:20][CH2:19]3)[CH2:14][CH2:13]2)[CH:6]=[CH:7][C:8]=1[N+:9]([O-:11])=[O:10].[CH3:24][S:25](Cl)(=[O:27])=[O:26].C(N(CC)CC)C. (6) Given the product [CH:11]([C:14]1[CH:19]=[CH:18][C:17]([C:20]([CH3:21])=[CH:26][CH3:27])=[C:16]([O:25][CH3:1])[CH:15]=1)([CH3:13])[CH3:12], predict the reactants needed to synthesize it. The reactants are: [CH3:1][Si](C)(C)[N-][Si](C)(C)C.[K+].[CH:11]([C:14]1[CH:19]=[CH:18][C:17]([C:20](=O)[CH3:21])=[C:16](OC)[CH:15]=1)([CH3:13])[CH3:12].[OH2:25].[C:26](OCC)(=O)[CH3:27]. (7) Given the product [CH2:34]([O:24][C:23](=[O:25])[C:22]1[CH:26]=[CH:27][C:19]([NH:18][C:16](=[O:17])[C:15]2[CH:30]=[CH:31][CH:32]=[C:13]([NH:12][S:9]([C:4]3[CH:5]=[CH:6][C:7]([Cl:8])=[C:2]([Cl:1])[CH:3]=3)(=[O:10])=[O:11])[CH:14]=2)=[CH:20][C:21]=1[O:28][CH3:29])[CH3:39], predict the reactants needed to synthesize it. The reactants are: [Cl:1][C:2]1[CH:3]=[C:4]([S:9]([NH:12][C:13]2[CH:14]=[C:15]([CH:30]=[CH:31][CH:32]=2)[C:16]([NH:18][C:19]2[CH:27]=[CH:26][C:22]([C:23]([OH:25])=[O:24])=[C:21]([O:28][CH3:29])[CH:20]=2)=[O:17])(=[O:11])=[O:10])[CH:5]=[CH:6][C:7]=1[Cl:8].Cl[C:34]1C=C(S(Cl)(=O)=O)C=C[C:39]=1Cl. (8) Given the product [CH2:13]([NH:12][C:4]1[N:5]=[C:6]([NH:8][CH2:9][CH2:10][CH3:11])[N:7]=[C:2]([OH:16])[N:3]=1)[CH2:14][CH3:15], predict the reactants needed to synthesize it. The reactants are: Cl[C:2]1[N:7]=[C:6]([NH:8][CH2:9][CH2:10][CH3:11])[N:5]=[C:4]([NH:12][CH2:13][CH2:14][CH3:15])[N:3]=1.[OH-:16].[Na+].O.Cl. (9) Given the product [CH3:26][O:25][C:24]1[C:22]([OH:23])=[CH:21][CH:20]=[C:19](/[CH:18]=[CH:17]/[C:15]([CH2:14][C:12](/[CH:11]=[CH:10]/[C:5]2[CH:4]=[C:3]([O:2][CH3:1])[C:8]([OH:9])=[CH:7][CH:6]=2)=[O:13])=[O:16])[CH:27]=1.[C:35]([O-:41])(=[O:42])[CH2:36][CH2:37][CH2:38][C:39]([O-:45])=[O:40], predict the reactants needed to synthesize it. The reactants are: [CH3:1][O:2][C:3]1[C:8]([OH:9])=[CH:7][CH:6]=[C:5](/[CH:10]=[CH:11]/[C:12]([CH2:14][C:15](/[CH:17]=[CH:18]/[C:19]2[CH:27]=[C:24]([O:25][CH3:26])[C:22]([OH:23])=[CH:21][CH:20]=2)=[O:16])=[O:13])[CH:4]=1.C(N(CC)CC)C.[C:35]1(=[O:42])[O:41][C:39](=[O:40])[CH2:38][CH2:37][CH2:36]1.CC[O:45]CC.